Dataset: Full USPTO retrosynthesis dataset with 1.9M reactions from patents (1976-2016). Task: Predict the reactants needed to synthesize the given product. (1) Given the product [F:1][C:2]1[CH:7]=[CH:6][C:5]([C:8]2[N:9]([CH2:31][CH2:32][C@@H:33]([OH:45])[CH2:34][C@@H:35]([OH:44])[CH2:36][C:37]([O:39][C:40]([CH3:43])([CH3:42])[CH3:41])=[O:38])[C:10]([CH:28]([CH3:30])[CH3:29])=[C:11]([C:19](=[O:27])[NH:20][C:21]3[CH:26]=[CH:25][CH:24]=[CH:23][CH:22]=3)[C:12]=2[C:13]2[CH:18]=[CH:17][CH:16]=[CH:15][CH:14]=2)=[CH:4][CH:3]=1, predict the reactants needed to synthesize it. The reactants are: [F:1][C:2]1[CH:7]=[CH:6][C:5]([C:8]2[N:9]([CH2:31][CH2:32][C:33](=[O:45])[CH2:34][C:35](=[O:44])[CH2:36][C:37]([O:39][C:40]([CH3:43])([CH3:42])[CH3:41])=[O:38])[C:10]([CH:28]([CH3:30])[CH3:29])=[C:11]([C:19](=[O:27])[NH:20][C:21]3[CH:26]=[CH:25][CH:24]=[CH:23][CH:22]=3)[C:12]=2[C:13]2[CH:18]=[CH:17][CH:16]=[CH:15][CH:14]=2)=[CH:4][CH:3]=1.C1(C)C=CC=CC=1.C(N(CC)CC)C. (2) Given the product [Br:18][C:19]1[CH:27]=[CH:26][C:22]([C:23]([NH:11][CH:12]([CH3:17])[C:13]([O:15][CH3:16])=[O:14])=[O:24])=[C:21]([F:28])[CH:20]=1, predict the reactants needed to synthesize it. The reactants are: C(N(CC)C(C)C)(C)C.Cl.[NH2:11][CH:12]([CH3:17])[C:13]([O:15][CH3:16])=[O:14].[Br:18][C:19]1[CH:27]=[CH:26][C:22]([C:23](O)=[O:24])=[C:21]([F:28])[CH:20]=1.F[P-](F)(F)(F)(F)F.N1(O[P+](N(C)C)(N(C)C)N(C)C)C2C=CC=CC=2N=N1.CN(C)C=O. (3) Given the product [N:30]1[CH:31]=[CH:32][C:27]([C:25]2[CH2:24][C:23](=[O:39])[NH:16][C:9]3[CH:10]=[C:11]([Cl:15])[C:12]([CH3:14])=[CH:13][C:8]=3[N:7]=2)=[CH:28][C:29]=1[C:33]1[CH:34]=[N:35][CH:36]=[CH:37][CH:38]=1, predict the reactants needed to synthesize it. The reactants are: C(OC(=O)[NH:7][C:8]1[CH:13]=[C:12]([CH3:14])[C:11]([Cl:15])=[CH:10][C:9]=1[NH2:16])(C)(C)C.C(O[C:23](=[O:39])[CH2:24][C:25]([C:27]1[CH:32]=[CH:31][N:30]=[C:29]([C:33]2[CH:34]=[N:35][CH:36]=[CH:37][CH:38]=2)[CH:28]=1)=O)(C)(C)C. (4) Given the product [ClH:1].[NH2:39][CH2:40][CH2:41][NH:42][C:12](=[O:14])[CH2:11][N:8]1[C:9]2[C:5](=[CH:4][CH:3]=[C:2]([Cl:1])[CH:10]=2)[C:6]([C:15]([N:17]2[CH2:18][CH2:19][CH:20]([C:23]3[CH:28]=[CH:27][CH:26]=[CH:25][C:24]=3[C:29]([F:31])([F:30])[F:32])[CH2:21][CH2:22]2)=[O:16])=[CH:7]1, predict the reactants needed to synthesize it. The reactants are: [Cl:1][C:2]1[CH:10]=[C:9]2[C:5]([C:6]([C:15]([N:17]3[CH2:22][CH2:21][CH:20]([C:23]4[CH:28]=[CH:27][CH:26]=[CH:25][C:24]=4[C:29]([F:32])([F:31])[F:30])[CH2:19][CH2:18]3)=[O:16])=[CH:7][N:8]2[CH2:11][C:12]([OH:14])=O)=[CH:4][CH:3]=1.C(OC(=O)[NH:39][CH2:40][CH2:41][NH2:42])(C)(C)C.Cl. (5) Given the product [S:17]1[C:13]2[C:12]3[CH:11]=[CH:10][CH:9]=[CH:8][C:7]=3[O:6][CH:5]([CH2:4][NH2:1])[C:14]=2[CH:15]=[CH:16]1, predict the reactants needed to synthesize it. The reactants are: [N+:1]([CH2:4][CH:5]1[C:14]2[CH:15]=[CH:16][S:17][C:13]=2[C:12]2[CH:11]=[CH:10][CH:9]=[CH:8][C:7]=2[O:6]1)([O-])=O.[NH4+].[Cl-]. (6) Given the product [CH2:1]([O:3][CH:4]([O:31][CH2:32][CH3:33])[CH2:5][O:6][C@@H:7]([C@@H:8]([CH2:9][C:10]1[CH:15]=[CH:14][C:13]([F:16])=[CH:12][CH:11]=1)[C@@H:17]([O:19][CH2:20][C:21]1[CH:22]=[CH:23][C:24]([O:27][CH3:28])=[CH:25][CH:26]=1)[CH3:18])[CH2:29][CH2:30][OH:43])[CH3:2], predict the reactants needed to synthesize it. The reactants are: [CH2:1]([O:3][CH:4]([O:31][CH2:32][CH3:33])[CH2:5][O:6][C@H:7]([CH:29]=[CH2:30])[C@H:8]([C@@H:17]([O:19][CH2:20][C:21]1[CH:26]=[CH:25][C:24]([O:27][CH3:28])=[CH:23][CH:22]=1)[CH3:18])[CH2:9][C:10]1[CH:15]=[CH:14][C:13]([F:16])=[CH:12][CH:11]=1)[CH3:2].B1C2CCCC1CCC2.[OH-:43].[Na+].OO. (7) Given the product [CH2:34]([O:33][C:13]1[CH:12]=[C:11]2[C:16]([C:17]3[N:21]4[CH2:22][CH2:23][NH:24][CH2:25][C:20]4=[N:19][C:18]=3[C:9]([NH2:8])=[N:10]2)=[CH:15][CH:14]=1)[C:35]1[CH:36]=[CH:37][CH:38]=[CH:39][CH:40]=1, predict the reactants needed to synthesize it. The reactants are: FC(F)(F)C(O)=O.[NH2:8][C:9]1[C:18]2[N:19]=[C:20]3[CH2:25][N:24](C(OC(C)(C)C)=O)[CH2:23][CH2:22][N:21]3[C:17]=2[C:16]2[C:11](=[CH:12][C:13]([O:33][CH2:34][C:35]3[CH:40]=[CH:39][CH:38]=[CH:37][CH:36]=3)=[CH:14][CH:15]=2)[N:10]=1. (8) Given the product [NH2:1][C:2]1[C:7]([N+:8]([O-:10])=[O:9])=[CH:6][C:5]([N:22]2[CH2:21][CH2:20][N:19]([C:17]([O:16][C:12]([CH3:15])([CH3:14])[CH3:13])=[O:18])[CH2:24][CH2:23]2)=[CH:4][N:3]=1, predict the reactants needed to synthesize it. The reactants are: [NH2:1][C:2]1[C:7]([N+:8]([O-:10])=[O:9])=[CH:6][CH:5]=[C:4](Cl)[N:3]=1.[C:12]([O:16][C:17]([N:19]1[CH2:24][CH2:23][NH:22][CH2:21][CH2:20]1)=[O:18])([CH3:15])([CH3:14])[CH3:13].C(=O)([O-])[O-].[K+].[K+].O. (9) Given the product [CH3:1][S:2][C:3]1[CH:18]=[CH:17][CH:16]=[CH:15][C:4]=1[CH2:5][N:6]1[C:11]([CH3:12])=[CH:10][C:9]([O:13][CH2:20][C:21]2[CH:38]=[CH:37][CH:36]=[CH:35][C:22]=2[CH2:23][N:24]2[C:32](=[O:33])[C:31]3[C:26](=[CH:27][CH:28]=[CH:29][CH:30]=3)[C:25]2=[O:34])=[CH:8][C:7]1=[O:14], predict the reactants needed to synthesize it. The reactants are: [CH3:1][S:2][C:3]1[CH:18]=[CH:17][CH:16]=[CH:15][C:4]=1[CH2:5][N:6]1[C:11]([CH3:12])=[CH:10][C:9]([OH:13])=[CH:8][C:7]1=[O:14].Cl[CH2:20][C:21]1[CH:38]=[CH:37][CH:36]=[CH:35][C:22]=1[CH2:23][N:24]1[C:32](=[O:33])[C:31]2[C:26](=[CH:27][CH:28]=[CH:29][CH:30]=2)[C:25]1=[O:34].C(=O)([O-])[O-].[K+].[K+].CN(C=O)C. (10) Given the product [C:1]([C:3]1[CH:4]=[C:5]([NH:14][C:15](=[O:27])[O:16][CH2:17][CH2:18][C:19]2[C:24]([CH3:29])=[CH:23][C:22]([Br:25])=[CH:21][C:20]=2[CH3:26])[CH:6]=[CH:7][C:8]=1[S:9]([CH2:12][CH3:13])(=[O:10])=[O:11])#[N:2], predict the reactants needed to synthesize it. The reactants are: [C:1]([C:3]1[CH:4]=[C:5]([NH:14][C:15](=[O:27])[O:16][CH2:17][CH2:18][C:19]2[CH:24]=[CH:23][C:22]([Br:25])=[CH:21][C:20]=2[CH3:26])[CH:6]=[CH:7][C:8]=1[S:9]([CH2:12][CH3:13])(=[O:11])=[O:10])#[N:2].Br[C:29]1C=C(C)C(CCO)=C(C)C=1.C(C1C=C(NC(=O)OC2C=CC=CC=2)C=CC=1S(CC)(=O)=O)#N.